Dataset: Forward reaction prediction with 1.9M reactions from USPTO patents (1976-2016). Task: Predict the product of the given reaction. (1) Given the reactants [CH3:1][C:2]1[S:6][C:5]([C:7]2[CH:12]=[CH:11][CH:10]=[CH:9][N:8]=2)=[N:4][C:3]=1OS(C(F)(F)F)(=O)=O.[C:21]1([S:27]([N:30]2[C:38]3[C:33](=[CH:34][C:35](B4OC(C)(C)C(C)(C)O4)=[CH:36][CH:37]=3)[CH:32]=[C:31]2[C:48]2[CH:53]=[CH:52][CH:51]=[CH:50][C:49]=2[CH3:54])(=[O:29])=[O:28])[CH:26]=[CH:25][CH:24]=[CH:23][CH:22]=1.C([O-])([O-])=O.[K+].[K+], predict the reaction product. The product is: [C:21]1([S:27]([N:30]2[C:38]3[C:33](=[CH:34][C:35]([C:3]4[N:4]=[C:5]([C:7]5[CH:12]=[CH:11][CH:10]=[CH:9][N:8]=5)[S:6][C:2]=4[CH3:1])=[CH:36][CH:37]=3)[CH:32]=[C:31]2[C:48]2[CH:53]=[CH:52][CH:51]=[CH:50][C:49]=2[CH3:54])(=[O:28])=[O:29])[CH:26]=[CH:25][CH:24]=[CH:23][CH:22]=1. (2) Given the reactants [CH2:1]([O:5][C:6]1[CH:16]=[CH:15][C:9](/[CH:10]=[CH:11]/[C:12]([OH:14])=[O:13])=[CH:8][C:7]=1[O:17][CH3:18])[CH2:2][CH2:3][CH3:4].Cl[CH2:20][CH2:21][CH2:22][CH2:23][CH2:24][CH2:25][OH:26], predict the reaction product. The product is: [OH:26][CH2:25][CH2:24][CH2:23][CH2:22][CH2:21][CH2:20][O:13][C:12](=[O:14])/[CH:11]=[CH:10]/[C:9]1[CH:15]=[CH:16][C:6]([O:5][CH2:1][CH2:2][CH2:3][CH3:4])=[C:7]([O:17][CH3:18])[CH:8]=1. (3) Given the reactants [C:1]([O:5][C:6]([N:8]1[CH2:13][CH2:12][CH:11]([CH:14]2[C:22]3[C:17](=[CH:18][C:19]([Cl:23])=[CH:20][CH:21]=3)[NH:16][C:15]2=[O:24])[CH2:10][CH2:9]1)=[O:7])([CH3:4])([CH3:3])[CH3:2].[Cl:25][C:26]1[CH:27]=[C:28]([CH:31]=[CH:32][CH:33]=1)[CH2:29]Br.[I-].[K+].C(=O)([O-])[O-].[K+].[K+], predict the reaction product. The product is: [C:1]([O:5][C:6]([N:8]1[CH2:13][CH2:12][CH:11]([C:14]2([CH2:29][C:28]3[CH:31]=[CH:32][CH:33]=[C:26]([Cl:25])[CH:27]=3)[C:22]3[C:17](=[CH:18][C:19]([Cl:23])=[CH:20][CH:21]=3)[NH:16][C:15]2=[O:24])[CH2:10][CH2:9]1)=[O:7])([CH3:4])([CH3:2])[CH3:3]. (4) Given the reactants [N:1]1([C:7]2[CH:8]=[C:9]([CH:12]=[CH:13][CH:14]=2)[C:10]#[N:11])[CH2:6][CH2:5][CH2:4][CH2:3][CH2:2]1, predict the reaction product. The product is: [N:1]1([C:7]2[CH:8]=[C:9]([CH:12]=[CH:13][CH:14]=2)[CH2:10][NH2:11])[CH2:6][CH2:5][CH2:4][CH2:3][CH2:2]1. (5) The product is: [CH:33]1([NH:39][C:20](=[O:22])[C:19]2[CH:23]=[CH:24][CH:25]=[C:17]([NH:16][C:11]3[CH2:12][CH2:13][C:14](=[O:15])[C:10]=3[CH3:9])[CH:18]=2)[CH2:38][CH2:37][CH2:36][CH2:35][CH2:34]1. Given the reactants C(OC(Cl)=O)C(C)C.[CH3:9][C:10]1[C:14](=[O:15])[CH2:13][CH2:12][C:11]=1[NH:16][C:17]1[CH:18]=[C:19]([CH:23]=[CH:24][CH:25]=1)[C:20]([OH:22])=O.CN1CCOCC1.[CH:33]1([NH2:39])[CH2:38][CH2:37][CH2:36][CH2:35][CH2:34]1, predict the reaction product. (6) Given the reactants C[O:2][CH2:3][C:4]1[N:5]([CH2:14][O:15][CH2:16][CH2:17][Si:18]([CH3:21])([CH3:20])[CH3:19])[CH:6]=[CH:7][C:8]=1[C:9]([O:11][CH2:12][CH3:13])=[O:10].BrC1N(COCC[Si](C)(C)C)C(COC)=C(C(OCC)=O)C=1, predict the reaction product. The product is: [CH:3]([C:4]1[N:5]([CH2:14][O:15][CH2:16][CH2:17][Si:18]([CH3:19])([CH3:21])[CH3:20])[CH:6]=[CH:7][C:8]=1[C:9]([O:11][CH2:12][CH3:13])=[O:10])=[O:2]. (7) Given the reactants [N:1]1[CH:6]=[CH:5][N:4]=[CH:3][C:2]=1[C:7]1(C(O)=O)[CH2:9][CH2:8]1.C1(P([N:27]=[N+]=[N-])(C2C=CC=CC=2)=O)C=CC=CC=1.[CH2:30]([OH:33])[CH:31]=[CH2:32].C([O:37][CH2:38]C)(=O)C, predict the reaction product. The product is: [N:1]1[CH:6]=[CH:5][N:4]=[CH:3][C:2]=1[C:7]1([NH:27][C:38](=[O:37])[O:33][CH2:30][CH:31]=[CH2:32])[CH2:8][CH2:9]1. (8) Given the reactants [C:1]([O:5][C:6]([N:8]1[CH2:13][CH2:12][CH:11]([OH:14])[CH2:10][CH2:9]1)=[O:7])([CH3:4])([CH3:3])[CH3:2].Br[CH2:16][CH2:17][O:18][CH3:19].[I-].[K+].[H-].[Na+], predict the reaction product. The product is: [C:1]([O:5][C:6]([N:8]1[CH2:13][CH2:12][CH:11]([O:14][CH2:16][CH2:17][O:18][CH3:19])[CH2:10][CH2:9]1)=[O:7])([CH3:4])([CH3:2])[CH3:3].